This data is from Peptide-MHC class I binding affinity with 185,985 pairs from IEDB/IMGT. The task is: Regression. Given a peptide amino acid sequence and an MHC pseudo amino acid sequence, predict their binding affinity value. This is MHC class I binding data. The peptide sequence is KVMFVIRFK. The MHC is HLA-A03:01 with pseudo-sequence HLA-A03:01. The binding affinity (normalized) is 0.719.